From a dataset of TCR-epitope binding with 47,182 pairs between 192 epitopes and 23,139 TCRs. Binary Classification. Given a T-cell receptor sequence (or CDR3 region) and an epitope sequence, predict whether binding occurs between them. (1) Result: 0 (the TCR does not bind to the epitope). The epitope is FADDLNQLTGY. The TCR CDR3 sequence is CASSTRIRGGTDKQYF. (2) The epitope is QARQMVQAMRTIGTHP. The TCR CDR3 sequence is CASSEPGQQNTEAFF. Result: 1 (the TCR binds to the epitope). (3) The epitope is MLNIPSINV. The TCR CDR3 sequence is CASSQVGPGRANTEAFF. Result: 1 (the TCR binds to the epitope). (4) The epitope is TAFTIPSI. The TCR CDR3 sequence is CASSQGGRTGELFF. Result: 0 (the TCR does not bind to the epitope).